Dataset: Full USPTO retrosynthesis dataset with 1.9M reactions from patents (1976-2016). Task: Predict the reactants needed to synthesize the given product. (1) Given the product [CH3:1][O:2][C:3](=[O:16])[C:4]1[CH:12]=[CH:11][C:7]([C:8]([O:10][C:18]([CH3:20])([CH3:19])[CH3:17])=[O:9])=[CH:6][C:5]=1[N+:13]([O-:15])=[O:14], predict the reactants needed to synthesize it. The reactants are: [CH3:1][O:2][C:3](=[O:16])[C:4]1[CH:12]=[CH:11][C:7]([C:8]([OH:10])=[O:9])=[CH:6][C:5]=1[N+:13]([O-:15])=[O:14].[CH3:17][C:18](=[CH2:20])[CH3:19].S(=O)(=O)(O)O. (2) The reactants are: [CH3:1][O:2][CH2:3][CH2:4][O:5][C:6]1[C:7]([N:16]2[CH:20]=[CH:19][CH:18]=[CH:17]2)=[CH:8][C:9]([N+:13]([O-:15])=[O:14])=[C:10]([NH2:12])[CH:11]=1.C([O-])([O-])=O.[Cs+].[Cs+].[CH3:27][C:28]([O:31][C:32](O[C:32]([O:31][C:28]([CH3:30])([CH3:29])[CH3:27])=[O:33])=[O:33])([CH3:30])[CH3:29]. Given the product [C:28]([O:31][C:32](=[O:33])[NH:12][C:10]1[CH:11]=[C:6]([O:5][CH2:4][CH2:3][O:2][CH3:1])[C:7]([N:16]2[CH:20]=[CH:19][CH:18]=[CH:17]2)=[CH:8][C:9]=1[N+:13]([O-:15])=[O:14])([CH3:30])([CH3:29])[CH3:27], predict the reactants needed to synthesize it. (3) Given the product [CH2:1]([N:8]([CH2:21][C:22]1[CH:23]=[CH:24][C:25]([O:26][C:27]2[CH:28]=[CH:29][C:30]([O:31][CH2:32][CH2:33][CH2:34][CH2:35][C:36]([NH:48][C@H:47]([C:46]([OH:45])=[O:52])[CH:49]([CH3:51])[CH3:50])=[O:37])=[CH:39][CH:40]=2)=[CH:41][CH:42]=1)[C:9]1[CH:14]=[CH:13][CH:12]=[C:11]([NH:15][S:16]([CH3:19])(=[O:17])=[O:18])[C:10]=1[CH3:20])[C:2]1[CH:3]=[CH:4][CH:5]=[CH:6][CH:7]=1, predict the reactants needed to synthesize it. The reactants are: [CH2:1]([N:8]([CH2:21][C:22]1[CH:42]=[CH:41][C:25]([O:26][C:27]2[CH:40]=[CH:39][C:30]([O:31][CH2:32][CH2:33][CH2:34][CH2:35][C:36](O)=[O:37])=[CH:29][CH:28]=2)=[CH:24][CH:23]=1)[C:9]1[CH:14]=[CH:13][CH:12]=[C:11]([NH:15][S:16]([CH3:19])(=[O:18])=[O:17])[C:10]=1[CH3:20])[C:2]1[CH:7]=[CH:6][CH:5]=[CH:4][CH:3]=1.Cl.C[O:45][C:46](=[O:52])[C@H:47]([CH:49]([CH3:51])[CH3:50])[NH2:48]. (4) The reactants are: [F:1][C:2]1[CH:7]=[CH:6][C:5]([C:8]2([CH2:21][O:22][CH2:23][C:24]3[C:32]4[C:28](=[CH:29][N:30]([CH3:33])[N:31]=4)[CH:27]=[C:26]([C:34]([F:37])([F:36])[F:35])[CH:25]=3)[CH2:13][CH2:12][N:11](C(OC(C)(C)C)=O)[CH2:10][CH2:9]2)=[CH:4][CH:3]=1. Given the product [F:1][C:2]1[CH:7]=[CH:6][C:5]([C:8]2([CH2:21][O:22][CH2:23][C:24]3[C:32]4[C:28](=[CH:29][N:30]([CH3:33])[N:31]=4)[CH:27]=[C:26]([C:34]([F:35])([F:36])[F:37])[CH:25]=3)[CH2:13][CH2:12][NH:11][CH2:10][CH2:9]2)=[CH:4][CH:3]=1, predict the reactants needed to synthesize it.